This data is from Forward reaction prediction with 1.9M reactions from USPTO patents (1976-2016). The task is: Predict the product of the given reaction. (1) Given the reactants [C:1]1(=[O:11])[NH:5][C:4](=[O:6])[C:3]2=[CH:7][CH:8]=[CH:9][CH:10]=[C:2]12.C1(P(C2C=CC=CC=2)C2C=CC=CC=2)C=CC=CC=1.[Cl:31][C:32]1[S:44][C:35]2=[N:36][C:37]([Cl:43])=[C:38]([C@H:40](O)[CH3:41])[CH:39]=[C:34]2[CH:33]=1.N(C(OC(C)C)=O)=NC(OC(C)C)=O, predict the reaction product. The product is: [Cl:31][C:32]1[S:44][C:35]2=[N:36][C:37]([Cl:43])=[C:38]([C@@H:40]([N:5]3[C:1](=[O:11])[C:2]4[C:3](=[CH:7][CH:8]=[CH:9][CH:10]=4)[C:4]3=[O:6])[CH3:41])[CH:39]=[C:34]2[CH:33]=1. (2) Given the reactants Cl[C:2]1[N:10]=[C:9](Cl)[CH:8]=[CH:7][C:3]=1[C:4]([NH2:6])=[O:5].[O:12]([C:19]1[CH:24]=[CH:23][C:22]([OH:25])=[CH:21][CH:20]=1)[C:13]1[CH:18]=[CH:17][CH:16]=[CH:15][CH:14]=1.C(O[C:31]([NH:33][C:34]1[CH:39]=[CH:38][C:37](B(O)O)=[CH:36][CH:35]=1)=[O:32])(C)(C)C.[C:43](Cl)(=O)[CH:44]=C, predict the reaction product. The product is: [C:31]([NH:33][C:34]1[CH:35]=[CH:36][C:37]([C:9]2[CH:8]=[CH:7][C:3]([C:4]([NH2:6])=[O:5])=[C:2]([O:25][C:22]3[CH:21]=[CH:20][C:19]([O:12][C:13]4[CH:18]=[CH:17][CH:16]=[CH:15][CH:14]=4)=[CH:24][CH:23]=3)[N:10]=2)=[CH:38][CH:39]=1)(=[O:32])[CH:43]=[CH2:44]. (3) Given the reactants [OH:1][CH2:2][CH2:3][C:4]1[CH:9]=[CH:8][C:7]([OH:10])=[CH:6][CH:5]=1.O.O.O.O.O.O.O.O.O.O.B([O-])([O-])[O-].B([O-])([O-])[O-].B([O-])([O-])[O-].B([O-])([O-])[O-].[Na+].[Na+].[Na+].[Na+].[Na+].[Na+].[Na+].[Na+].[Na+].[Na+].[Na+].[Na+], predict the reaction product. The product is: [OH:1][CH2:2][CH2:3][CH:4]1[CH2:9][CH2:8][CH:7]([OH:10])[CH2:6][CH2:5]1.